Dataset: NCI-60 drug combinations with 297,098 pairs across 59 cell lines. Task: Regression. Given two drug SMILES strings and cell line genomic features, predict the synergy score measuring deviation from expected non-interaction effect. Drug 1: CC1=CC2C(CCC3(C2CCC3(C(=O)C)OC(=O)C)C)C4(C1=CC(=O)CC4)C. Drug 2: C1CN(P(=O)(OC1)NCCCl)CCCl. Cell line: OVCAR-5. Synergy scores: CSS=-2.64, Synergy_ZIP=3.01, Synergy_Bliss=4.85, Synergy_Loewe=-1.44, Synergy_HSA=-1.03.